This data is from Reaction yield outcomes from USPTO patents with 853,638 reactions. The task is: Predict the reaction yield, written as a fraction of the theoretical maximum amount of product (1.0 means a 100% yield; for example, 0.34 means a 34% yield). The reactants are [Br:1][C:2]1[CH:7]=[C:6]([CH2:8][CH3:9])[C:5]([OH:10])=[C:4]([Cl:11])[CH:3]=1.[H-].[Na+].[CH3:14][O:15][CH2:16][CH2:17][O:18][CH2:19]Cl. The catalyst is C1COCC1. The product is [Br:1][C:2]1[CH:7]=[C:6]([CH2:8][CH3:9])[C:5]([O:10][CH2:14][O:15][CH2:16][CH2:17][O:18][CH3:19])=[C:4]([Cl:11])[CH:3]=1. The yield is 0.760.